Dataset: Full USPTO retrosynthesis dataset with 1.9M reactions from patents (1976-2016). Task: Predict the reactants needed to synthesize the given product. (1) Given the product [NH2:11][C:10]1[C:9](=[N:8][NH:7][C:2]2[CH:3]=[CH:4][CH:5]=[CH:6][C:1]=2[C:14]2[CH:15]=[CH:16][CH:17]=[CH:18][CH:19]=2)[C:12]([NH2:13])=[N:40][N:39]=1, predict the reactants needed to synthesize it. The reactants are: [C:1]1([C:14]2[CH:19]=[CH:18][CH:17]=[CH:16][CH:15]=2)[CH:6]=[CH:5][CH:4]=[CH:3][C:2]=1[NH:7][N:8]=[C:9]([C:12]#[N:13])[C:10]#[N:11].NC1C=CC=CC=1C1C=CC=CC=1.C(#N)CC#N.O.[NH2:39][NH2:40]. (2) Given the product [CH2:20]([C:19]([C:16]1[CH:15]=[CH:14][C:13]([C:11]2[CH:12]=[C:7]([CH2:6][C:5]([OH:39])=[O:4])[CH:8]=[N:9][CH:10]=2)=[CH:18][CH:17]=1)([C:22]1[CH:27]=[CH:26][C:25]([CH2:28][CH2:29][C:30]2([OH:35])[CH2:31][CH2:32][CH2:33][CH2:34]2)=[C:24]([CH3:36])[CH:23]=1)[CH2:37][CH3:38])[CH3:21], predict the reactants needed to synthesize it. The reactants are: [OH-].[Na+].C[O:4][C:5](=[O:39])[CH2:6][C:7]1[CH:8]=[N:9][CH:10]=[C:11]([C:13]2[CH:18]=[CH:17][C:16]([C:19]([CH2:37][CH3:38])([C:22]3[CH:27]=[CH:26][C:25]([CH2:28][CH2:29][C:30]4([OH:35])[CH2:34][CH2:33][CH2:32][CH2:31]4)=[C:24]([CH3:36])[CH:23]=3)[CH2:20][CH3:21])=[CH:15][CH:14]=2)[CH:12]=1.[Cl-].[NH4+]. (3) The reactants are: C[O:2][C:3]1[CH:4]=[C:5]2[C:9](=[CH:10][CH:11]=1)[N:8]([CH2:12][C:13]1[CH:18]=[CH:17][CH:16]=[CH:15][CH:14]=1)[CH2:7][CH2:6]2.Br.C(O)(=O)C. Given the product [CH2:12]([N:8]1[C:9]2[C:5](=[CH:4][C:3]([OH:2])=[CH:11][CH:10]=2)[CH2:6][CH2:7]1)[C:13]1[CH:14]=[CH:15][CH:16]=[CH:17][CH:18]=1, predict the reactants needed to synthesize it. (4) Given the product [CH:3]1([CH2:2][CH2:1][O:12][CH:10]([O:13][C:14]2[CH:15]=[CH:8][C:3]([CH:2]=[CH2:1])=[CH:4][CH:18]=2)[CH3:11])[CH2:8][CH2:7][CH2:6][CH2:5][CH2:4]1.[C:10]([O:9][C:6]1[CH:7]=[CH:8][C:3]([CH:2]=[CH2:1])=[CH:4][CH:5]=1)(=[O:12])[CH3:11].[OH:9][C:6]1[CH:7]=[CH:8][C:3]([CH:2]=[CH2:1])=[CH:4][CH:5]=1, predict the reactants needed to synthesize it. The reactants are: [CH:1]#[C:2][C:3]1[CH:8]=[CH:7][C:6]([OH:9])=[CH:5][CH:4]=1.[C:10]([O:13][CH:14]([CH3:18])[CH2:15]OC)(=[O:12])[CH3:11].